Task: Predict the reaction yield, written as a fraction of the theoretical maximum amount of product (1.0 means a 100% yield; for example, 0.34 means a 34% yield).. Dataset: Reaction yield outcomes from USPTO patents with 853,638 reactions (1) The reactants are [CH3:1][N:2]1[CH:6]=[CH:5][N:4]=[C:3]1[Sn](CCCC)(CCCC)CCCC.[Br:20][C:21]1[CH:26]=[CH:25][C:24]([C:27]([F:30])([F:29])[F:28])=[CH:23][C:22]=1I.[F-].[K+].O. The catalyst is CN(C=O)C.C1C=CC(P(C2C=CC=CC=2)[C-]2C=CC=C2)=CC=1.C1C=CC(P(C2C=CC=CC=2)[C-]2C=CC=C2)=CC=1.Cl[Pd]Cl.[Fe+2].C(Cl)Cl. The product is [Br:20][C:21]1[CH:22]=[CH:23][C:24]([C:27]([F:28])([F:29])[F:30])=[CH:25][C:26]=1[C:3]1[N:2]([CH3:1])[CH:6]=[CH:5][N:4]=1. The yield is 0.645. (2) The reactants are [Cl:1][C:2]1[N:7]=[C:6]([Cl:8])[CH:5]=[C:4](Cl)[N:3]=1.CC1(C)C(C)(C)OB([C:18]2[CH:19]=[C:20]([C:25]([F:28])([F:27])[F:26])[C:21]([NH2:24])=[N:22][CH:23]=2)O1.C(=O)([O-])[O-].[Cs+].[Cs+]. The catalyst is C(#N)C.O.[Pd](Cl)Cl.C1(P(C2C=CC=CC=2)[C-]2C=CC=C2)C=CC=CC=1.[C-]1(P(C2C=CC=CC=2)C2C=CC=CC=2)C=CC=C1.[Fe+2]. The product is [Cl:1][C:2]1[N:3]=[C:4]([C:18]2[CH:19]=[C:20]([C:25]([F:28])([F:27])[F:26])[C:21]([NH2:24])=[N:22][CH:23]=2)[CH:5]=[C:6]([Cl:8])[N:7]=1. The yield is 0.593.